Dataset: Full USPTO retrosynthesis dataset with 1.9M reactions from patents (1976-2016). Task: Predict the reactants needed to synthesize the given product. (1) Given the product [CH2:1]([O:3][C:4]1[CH:5]=[C:6]([CH:12]([N:17]2[CH2:25][C:24]3[C:19](=[CH:20][CH:21]=[CH:22][CH:23]=3)[C:18]2=[O:26])[CH2:13][C:14]([NH:30][O:29][CH3:28])=[O:16])[CH:7]=[CH:8][C:9]=1[O:10][CH3:11])[CH3:2], predict the reactants needed to synthesize it. The reactants are: [CH2:1]([O:3][C:4]1[CH:5]=[C:6]([CH:12]([N:17]2[CH2:25][C:24]3[C:19](=[CH:20][CH:21]=[CH:22][CH:23]=3)[C:18]2=[O:26])[CH2:13][C:14]([OH:16])=O)[CH:7]=[CH:8][C:9]=1[O:10][CH3:11])[CH3:2].Cl.[CH3:28][O:29][NH2:30].CN1CCCCC1.CCOCC. (2) Given the product [OH:54][CH2:53][CH2:52][NH:51][C:18](=[O:20])[CH2:17][CH:14]1[S:13][C:12]([C:9]2[NH:10][C:11]3[C:7]([CH:8]=2)=[CH:6][CH:5]=[CH:4][C:3]=3[N:2]([CH3:1])[S:21]([C:24]2[S:25][CH:26]=[CH:27][CH:28]=2)(=[O:23])=[O:22])=[N:16][CH2:15]1, predict the reactants needed to synthesize it. The reactants are: [CH3:1][N:2]([S:21]([C:24]1[S:25][CH:26]=[CH:27][CH:28]=1)(=[O:23])=[O:22])[C:3]1[CH:4]=[CH:5][CH:6]=[C:7]2[C:11]=1[NH:10][C:9]([C:12]1[S:13][CH:14]([CH2:17][C:18]([OH:20])=O)[CH2:15][N:16]=1)=[CH:8]2.N1(O)C2C=CC=CC=2N=N1.Cl.CN(C)CCCN=C=NCC.[NH2:51][CH2:52][CH2:53][OH:54]. (3) Given the product [Cl:32][C:29]1[CH:30]=[CH:31][C:26]([C:22]2[CH:23]=[CH:24][CH:25]=[C:20]([CH2:19][O:17][C:15]3[CH:14]=[CH:13][C:10]4[C:11](=[O:12])[N:7]([CH:1]5[CH2:2][CH2:3][CH2:4][CH2:5][CH2:6]5)[O:8][C:9]=4[CH:16]=3)[CH:21]=2)=[CH:27][C:28]=1[C:33]([OH:35])=[O:34], predict the reactants needed to synthesize it. The reactants are: [CH:1]1([N:7]2[C:11](=[O:12])[C:10]3[CH:13]=[CH:14][C:15]([OH:17])=[CH:16][C:9]=3[O:8]2)[CH2:6][CH2:5][CH2:4][CH2:3][CH2:2]1.Br[CH2:19][C:20]1[CH:21]=[C:22]([C:26]2[CH:31]=[CH:30][C:29]([Cl:32])=[C:28]([C:33]([O:35]C)=[O:34])[CH:27]=2)[CH:23]=[CH:24][CH:25]=1.